Dataset: Reaction yield outcomes from USPTO patents with 853,638 reactions. Task: Predict the reaction yield, written as a fraction of the theoretical maximum amount of product (1.0 means a 100% yield; for example, 0.34 means a 34% yield). The reactants are CO[CH:3]1[CH2:7][CH2:6][CH:5](OC)O1.Cl.ClC1C=CN=CC=1.[NH2:18][C:19]1[C:24]2[O:25][C:26]3[CH:35]=[CH:34][C:33]([C:36]([OH:38])=[O:37])=[CH:32][C:27]=3[S:28](=[O:31])(=[O:30])[CH2:29][C:23]=2[CH:22]=[CH:21][CH:20]=1. The catalyst is O1CCOCC1. The product is [O:30]=[S:28]1(=[O:31])[C:27]2[CH:32]=[C:33]([C:36]([OH:38])=[O:37])[CH:34]=[CH:35][C:26]=2[O:25][C:24]2[C:19]([N:18]3[CH:3]=[CH:7][CH:6]=[CH:5]3)=[CH:20][CH:21]=[CH:22][C:23]=2[CH2:29]1. The yield is 0.737.